From a dataset of Reaction yield outcomes from USPTO patents with 853,638 reactions. Predict the reaction yield, written as a fraction of the theoretical maximum amount of product (1.0 means a 100% yield; for example, 0.34 means a 34% yield). The reactants are [Se-2:1].[Na+].[Na+].Cl[C:5]1[CH2:10][CH2:9][CH2:8][CH2:7][C:6]=1[C:11]#[N:12].Cl[CH2:14][C:15]#[N:16].C[O-].[Na+]. The catalyst is CN(C=O)C.CO.O. The product is [NH2:12][C:11]1[C:6]2[CH2:7][CH2:8][CH2:9][CH2:10][C:5]=2[Se:1][C:14]=1[C:15]#[N:16]. The yield is 0.570.